From a dataset of Forward reaction prediction with 1.9M reactions from USPTO patents (1976-2016). Predict the product of the given reaction. (1) Given the reactants [CH3:1][C:2]1[N:7]=[C:6]([S:8][CH3:9])[CH:5]=[C:4]([Sn](CCCC)(CCCC)CCCC)[N:3]=1.[Cl:23][C:24]1[C:33](Cl)=[N:32][C:31]2[C:26](=[CH:27][CH:28]=[CH:29][CH:30]=2)[N:25]=1, predict the reaction product. The product is: [Cl:23][C:24]1[C:33]([C:4]2[CH:5]=[C:6]([S:8][CH3:9])[N:7]=[C:2]([CH3:1])[N:3]=2)=[N:32][C:31]2[C:26](=[CH:27][CH:28]=[CH:29][CH:30]=2)[N:25]=1. (2) Given the reactants [F:1][C:2]1([F:27])[O:6][C:5]2[CH:7]=[CH:8][C:9]([CH2:11][CH:12]([C:18]([C:20]3[CH:25]=[CH:24][C:23]([F:26])=[CH:22][CH:21]=3)=[O:19])[C:13]([O:15][CH2:16][CH3:17])=[O:14])=[CH:10][C:4]=2[O:3]1.Cl, predict the reaction product. The product is: [F:27][C:2]1([F:1])[O:6][C:5]2[CH:7]=[CH:8][C:9]([CH2:11][CH:12]([CH:18]([C:20]3[CH:21]=[CH:22][C:23]([F:26])=[CH:24][CH:25]=3)[OH:19])[C:13]([O:15][CH2:16][CH3:17])=[O:14])=[CH:10][C:4]=2[O:3]1.